From a dataset of Forward reaction prediction with 1.9M reactions from USPTO patents (1976-2016). Predict the product of the given reaction. (1) Given the reactants [Br:1]Br.[OH:3][CH2:4][C:5]([CH3:10])([CH3:9])[C:6](=[O:8])[CH3:7].C(OCC)(=O)C.O, predict the reaction product. The product is: [Br:1][CH2:7][C:6](=[O:8])[C:5]([CH3:10])([CH3:9])[CH2:4][OH:3]. (2) Given the reactants [CH2:1]([O:8][C:9]1[CH:18]=[CH:17][CH:16]=[C:15]2[C:10]=1[CH:11]=[CH:12][NH:13][C:14]2=[O:19])[C:2]1[CH:7]=[CH:6][CH:5]=[CH:4][CH:3]=1.[CH2:20]([NH:27][C:28]([C:30]1[S:34][C:33](Br)=[N:32][C:31]=1[CH3:36])=[O:29])[C:21]1[CH:26]=[CH:25][CH:24]=[CH:23][CH:22]=1, predict the reaction product. The product is: [CH2:20]([NH:27][C:28]([C:30]1[S:34][C:33]([N:13]2[CH:12]=[CH:11][C:10]3[C:15](=[CH:16][CH:17]=[CH:18][C:9]=3[O:8][CH2:1][C:2]3[CH:3]=[CH:4][CH:5]=[CH:6][CH:7]=3)[C:14]2=[O:19])=[N:32][C:31]=1[CH3:36])=[O:29])[C:21]1[CH:22]=[CH:23][CH:24]=[CH:25][CH:26]=1. (3) The product is: [Cl:1][C:2]1[CH:7]=[CH:6][C:5]([O:8][CH:9]2[CH2:10][CH2:11][CH:12]([OH:26])[CH2:13]2)=[C:4]([N+:14]([O-:16])=[O:15])[CH:3]=1. Given the reactants [Cl:1][C:2]1[CH:7]=[CH:6][C:5]([O:8][CH:9]2[CH2:13][CH:12]=[CH:11][CH2:10]2)=[C:4]([N+:14]([O-:16])=[O:15])[CH:3]=1.B1C2CCCC1CCC2.[OH-:26].[Na+].OO, predict the reaction product. (4) Given the reactants [NH2:1][C:2]1[CH:7]=[CH:6][C:5]([S:8]([CH2:11][CH2:12][O:13][CH2:14][CH2:15][O:16][CH2:17][CH2:18][OH:19])(=[O:10])=[O:9])=[C:4]([O:20][CH3:21])[CH:3]=1.[C:22]([C:26]1[CH:27]=[C:28]([NH:39][C:40]([NH:42][C:43]2[C:52]3[C:47](=[CH:48][CH:49]=[CH:50][CH:51]=3)[C:46]([O:53][C:54]3[CH:59]=[CH:58][N:57]=[C:56](Cl)[CH:55]=3)=[CH:45][CH:44]=2)=[O:41])[C:29]([O:37][CH3:38])=[C:30]([NH:32][S:33]([CH3:36])(=[O:35])=[O:34])[CH:31]=1)([CH3:25])([CH3:24])[CH3:23].C([O-])([O-])=O.[K+].[K+].CC(C1C=C(C(C)C)C(C2C(P(C3CCCCC3)C3CCCCC3)=C(OC)C=CC=2OC)=C(C(C)C)C=1)C, predict the reaction product. The product is: [C:22]([C:26]1[CH:27]=[C:28]([NH:39][C:40]([NH:42][C:43]2[C:52]3[C:47](=[CH:48][CH:49]=[CH:50][CH:51]=3)[C:46]([O:53][C:54]3[CH:59]=[CH:58][N:57]=[C:56]([NH:1][C:2]4[CH:7]=[CH:6][C:5]([S:8]([CH2:11][CH2:12][O:13][CH2:14][CH2:15][O:16][CH2:17][CH2:18][OH:19])(=[O:9])=[O:10])=[C:4]([O:20][CH3:21])[CH:3]=4)[CH:55]=3)=[CH:45][CH:44]=2)=[O:41])[C:29]([O:37][CH3:38])=[C:30]([NH:32][S:33]([CH3:36])(=[O:34])=[O:35])[CH:31]=1)([CH3:25])([CH3:23])[CH3:24]. (5) The product is: [CH3:31][C:32]1([CH3:34])[O:3][CH:2]2[CH:4]([CH:6]([CH2:7][OH:8])[O:9][CH:1]2[N:10]2[C:19]3[N:18]=[CH:17][N:16]=[C:14]([NH2:15])[C:13]=3[N:12]=[CH:11]2)[O:5]1. Given the reactants [C@@H:1]1([N:10]2[C:19]3[N:18]=[CH:17][N:16]=[C:14]([NH2:15])[C:13]=3[N:12]=[CH:11]2)[O:9][C@H:6]([CH2:7][OH:8])[C@@H:4]([OH:5])[C@H:2]1[OH:3].CS(Cl)(=O)=O.C([O-])([O-])=O.[Na+].[Na+].[CH3:31][C:32]([CH3:34])=O, predict the reaction product.